This data is from Forward reaction prediction with 1.9M reactions from USPTO patents (1976-2016). The task is: Predict the product of the given reaction. (1) Given the reactants Br[C:2]1[C:7]([Br:8])=[CH:6][CH:5]=[CH:4][N:3]=1.[C:9]1([CH2:15][C:16]#[N:17])[CH:14]=[CH:13][CH:12]=[CH:11][CH:10]=1.CC(C)([O-])C.[K+].CCOC(C)=O, predict the reaction product. The product is: [Br:8][C:7]1[C:2]([CH:15]([C:9]2[CH:14]=[CH:13][CH:12]=[CH:11][CH:10]=2)[C:16]#[N:17])=[N:3][CH:4]=[CH:5][CH:6]=1. (2) Given the reactants [O:1]1[CH2:6][CH2:5][CH2:4][C:3](=[O:7])[CH2:2]1.[Li]CCCC.[C:13]([Si:15]([CH3:18])([CH3:17])[CH3:16])#[CH:14], predict the reaction product. The product is: [CH3:16][Si:15]([C:13]#[C:14][C:3]1([OH:7])[CH2:4][CH2:5][CH2:6][O:1][CH2:2]1)([CH3:18])[CH3:17].